Dataset: Reaction yield outcomes from USPTO patents with 853,638 reactions. Task: Predict the reaction yield, written as a fraction of the theoretical maximum amount of product (1.0 means a 100% yield; for example, 0.34 means a 34% yield). The reactants are [CH3:1][O:2][C:3]1[CH:4]=[C:5]2[C:10](=[CH:11][C:12]=1[O:13][CH3:14])[N:9]=[CH:8][CH:7]=[C:6]2[O:15][C:16]1[CH:22]=[CH:21][C:19]([NH2:20])=[C:18]([CH3:23])[C:17]=1[CH3:24].Cl[C:26](Cl)([O:28]C(=O)OC(Cl)(Cl)Cl)Cl.[N:37]1([CH2:43][CH2:44][CH:45]([OH:49])[CH2:46][CH2:47][CH3:48])[CH2:42][CH2:41][CH2:40][CH2:39][CH2:38]1.C(=O)(O)[O-].[Na+]. The catalyst is C(Cl)Cl.C(N(CC)CC)C.C1(C)C=CC=CC=1. The product is [CH3:1][O:2][C:3]1[CH:4]=[C:5]2[C:10](=[CH:11][C:12]=1[O:13][CH3:14])[N:9]=[CH:8][CH:7]=[C:6]2[O:15][C:16]1[CH:22]=[CH:21][C:19]([NH:20][C:26](=[O:28])[O:49][CH:45]([CH2:44][CH2:43][N:37]2[CH2:42][CH2:41][CH2:40][CH2:39][CH2:38]2)[CH2:46][CH2:47][CH3:48])=[C:18]([CH3:23])[C:17]=1[CH3:24]. The yield is 0.830.